Dataset: Reaction yield outcomes from USPTO patents with 853,638 reactions. Task: Predict the reaction yield, written as a fraction of the theoretical maximum amount of product (1.0 means a 100% yield; for example, 0.34 means a 34% yield). (1) The reactants are [Cl-].O[NH3+:3].[C:4](=[O:7])([O-])[OH:5].[Na+].CS(C)=O.[CH2:13]([O:15][C:16]1[N:17]([CH2:34][C:35]2[CH:40]=[CH:39][C:38]([C:41]3[C:42]([C:47]#[N:48])=[CH:43][CH:44]=[CH:45][CH:46]=3)=[CH:37][CH:36]=2)[C:18](=[O:33])[C:19]([C:23]2[CH:24]=[CH:25][C:26]3[O:30][CH:29]([CH3:31])[CH2:28][C:27]=3[CH:32]=2)=[C:20]([CH3:22])[N:21]=1)[CH3:14]. The catalyst is O. The product is [CH2:13]([O:15][C:16]1[N:17]([CH2:34][C:35]2[CH:36]=[CH:37][C:38]([C:41]3[CH:46]=[CH:45][CH:44]=[CH:43][C:42]=3[C:47]3[NH:3][C:4](=[O:7])[O:5][N:48]=3)=[CH:39][CH:40]=2)[C:18](=[O:33])[C:19]([C:23]2[CH:24]=[CH:25][C:26]3[O:30][CH:29]([CH3:31])[CH2:28][C:27]=3[CH:32]=2)=[C:20]([CH3:22])[N:21]=1)[CH3:14]. The yield is 0.690. (2) The reactants are Cl.[CH3:2][O:3][C:4]1[CH:9]=[CH:8][CH:7]=[CH:6][C:5]=1[CH:10]1[CH2:15][CH2:14][N:13]([C:16]([C:18]2[C:26]3[CH:25]=[CH:24][CH:23]=[CH:22][C:21]=3[N:20]3[CH2:27][CH2:28][NH:29][CH2:30][C:19]=23)=[O:17])[CH2:12][CH2:11]1.[CH2:31](N(CC)CC)C.C=O.C([BH3-])#N.[Na+]. The catalyst is CO. The product is [CH3:2][O:3][C:4]1[CH:9]=[CH:8][CH:7]=[CH:6][C:5]=1[CH:10]1[CH2:15][CH2:14][N:13]([C:16]([C:18]2[C:26]3[CH:25]=[CH:24][CH:23]=[CH:22][C:21]=3[N:20]3[CH2:27][CH2:28][N:29]([CH3:31])[CH2:30][C:19]=23)=[O:17])[CH2:12][CH2:11]1. The yield is 0.820. (3) The product is [OH:4][CH2:3][C@@H:2]([NH:1][C:13](=[O:14])[O:15][CH2:16][CH:17]1[C:29]2[CH:28]=[CH:27][CH:26]=[CH:25][C:24]=2[C:23]2[C:18]1=[CH:19][CH:20]=[CH:21][CH:22]=2)[CH:5]=[CH2:6]. The yield is 1.00. The reactants are [NH2:1][C@@H:2]([CH:5]=[CH2:6])[CH2:3][OH:4].C([O-])([O-])=O.[K+].[K+].[C:13](Cl)([O:15][CH2:16][CH:17]1[C:29]2[C:24](=[CH:25][CH:26]=[CH:27][CH:28]=2)[C:23]2[C:18]1=[CH:19][CH:20]=[CH:21][CH:22]=2)=[O:14]. The catalyst is O.O1CCOCC1. (4) The reactants are [CH3:1][O:2][CH2:3][CH2:4][NH:5][CH2:6][C:7]1[CH:8]=[N:9][CH:10]=[C:11](B2OC(C)(C)C(C)(C)O2)[CH:12]=1.Br[C:23]1[CH:24]=[C:25]2[C:29](=[C:30]([C:32]([NH2:34])=[O:33])[CH:31]=1)[NH:28][CH:27]=[C:26]2[CH:35]1[CH2:40][CH2:39][N:38]([S:41]([CH2:44][CH3:45])(=[O:43])=[O:42])[CH2:37][CH2:36]1.C(=O)([O-])[O-].[K+].[K+]. No catalyst specified. The product is [CH2:44]([S:41]([N:38]1[CH2:37][CH2:36][CH:35]([C:26]2[C:25]3[C:29](=[C:30]([C:32]([NH2:34])=[O:33])[CH:31]=[C:23]([C:11]4[CH:10]=[N:9][CH:8]=[C:7]([CH2:6][NH:5][CH2:4][CH2:3][O:2][CH3:1])[CH:12]=4)[CH:24]=3)[NH:28][CH:27]=2)[CH2:40][CH2:39]1)(=[O:43])=[O:42])[CH3:45]. The yield is 0.460.